From a dataset of Reaction yield outcomes from USPTO patents with 853,638 reactions. Predict the reaction yield, written as a fraction of the theoretical maximum amount of product (1.0 means a 100% yield; for example, 0.34 means a 34% yield). (1) The reactants are BrCCO[Si](C(C)(C)C)(C)C.Br[CH2:13][C:14]([C:16]1[CH:21]=[CH:20][CH:19]=[CH:18][CH:17]=1)=[O:15].[CH3:22][C:23]1[CH:27]=[C:26]([N:28]2[CH2:32][CH2:31][NH:30][C:29]2=[O:33])[S:25][C:24]=1[C:34]([O:36][CH2:37][CH3:38])=[O:35]. No catalyst specified. The product is [CH3:22][C:23]1[CH:27]=[C:26]([N:28]2[CH2:32][CH2:31][N:30]([CH2:13][C:14](=[O:15])[C:16]3[CH:21]=[CH:20][CH:19]=[CH:18][CH:17]=3)[C:29]2=[O:33])[S:25][C:24]=1[C:34]([O:36][CH2:37][CH3:38])=[O:35]. The yield is 0.390. (2) The reactants are O[C:2]([CH3:17])=[CH:3][C:4]([C:6]1[CH:16]=[CH:15][C:9]2[O:10][CH2:11][C:12](=[O:14])[NH:13][C:8]=2[CH:7]=1)=O.Cl.[F:19][C:20]1[CH:25]=[CH:24][C:23]([NH:26][NH2:27])=[CH:22][CH:21]=1.C(N(CC)CC)C. No catalyst specified. The product is [F:19][C:20]1[CH:25]=[CH:24][C:23]([N:26]2[C:4]([C:6]3[CH:16]=[CH:15][C:9]4[O:10][CH2:11][C:12](=[O:14])[NH:13][C:8]=4[CH:7]=3)=[CH:3][C:2]([CH3:17])=[N:27]2)=[CH:22][CH:21]=1. The yield is 0.0300. (3) The reactants are [CH:1]1([CH:7]([OH:26])[C:8]2([C:23]([OH:25])=[O:24])[C:12](O)([CH3:13])[CH:11]([CH:15]([OH:21])[CH2:16][CH2:17][CH2:18][CH2:19][CH3:20])[C:10](=[O:22])[NH:9]2)[CH2:6][CH2:5][CH2:4][CH:3]=[CH:2]1.C(N(CC)CC)C.C1N(P(Cl)(N2C(=O)OCC2)=O)C(=O)OC1.C(=O)([O-])O.[Na+]. The catalyst is ClCCl. The product is [CH:1]1([CH:7]([OH:26])[C:8]23[C:23](=[O:24])[O:25][C:12]2([CH3:13])[CH:11]([CH:15]([OH:21])[CH2:16][CH2:17][CH2:18][CH2:19][CH3:20])[C:10](=[O:22])[NH:9]3)[CH2:6][CH2:5][CH2:4][CH:3]=[CH:2]1. The yield is 0.400. (4) The reactants are [Br:1][C:2]1[CH:3]=[CH:4][C:5]([C:9]2[C:17]3[C:12](=[CH:13][N:14]=[C:15]([C:18]4[CH:19]=[N:20][CH:21]=[CH:22][CH:23]=4)[CH:16]=3)[N:11](COCC[Si](C)(C)C)[N:10]=2)=[N:6][C:7]=1F.[NH:32]1[CH2:37][CH2:36][CH2:35][C@@H:34]([NH:38]C(=O)OC(C)(C)C)[CH2:33]1. No catalyst specified. The product is [Br:1][C:2]1[C:7]([N:32]2[CH2:37][CH2:36][CH2:35][C@@H:34]([NH2:38])[CH2:33]2)=[N:6][C:5]([C:9]2[C:17]3[C:12](=[CH:13][N:14]=[C:15]([C:18]4[CH:19]=[N:20][CH:21]=[CH:22][CH:23]=4)[CH:16]=3)[NH:11][N:10]=2)=[CH:4][CH:3]=1. The yield is 0.359. (5) The reactants are [C:1]([C:3]1[CH:8]=[CH:7][C:6]([C:9]2[N:10]=[C:11]([CH:14]([CH2:19][C:20]3[CH:25]=[CH:24][CH:23]=[CH:22][CH:21]=3)[C:15]([O:17]C)=[O:16])[NH:12][CH:13]=2)=[CH:5][CH:4]=1)#[N:2].C(=O)([O-])[O-:27].[K+].[K+].OO.[O-2].[Mg+2]. The catalyst is CS(C)=O. The product is [C:1]([C:3]1[CH:4]=[CH:5][C:6]([C:9]2[N:10]=[C:11]([CH:14]([CH2:19][C:20]3[CH:25]=[CH:24][CH:23]=[CH:22][CH:21]=3)[C:15]([OH:17])=[O:16])[NH:12][CH:13]=2)=[CH:7][CH:8]=1)(=[O:27])[NH2:2]. The yield is 0.670.